Dataset: Full USPTO retrosynthesis dataset with 1.9M reactions from patents (1976-2016). Task: Predict the reactants needed to synthesize the given product. (1) Given the product [CH3:26][O:25][C:22]1[CH:23]=[CH:24][C:19]([CH2:18][NH:17][C:9]2[C:8]3[C:5]4[CH:6]=[CH:7][C:2]([C:33]5[CH:34]=[N:35][CH:36]=[CH:37][CH:38]=5)=[CH:3][C:4]=4[S:14][C:13]=3[C:12]([C:15]#[N:16])=[CH:11][N:10]=2)=[CH:20][CH:21]=1, predict the reactants needed to synthesize it. The reactants are: Br[C:2]1[CH:7]=[CH:6][C:5]2[C:8]3[C:9]([NH:17][CH2:18][C:19]4[CH:24]=[CH:23][C:22]([O:25][CH3:26])=[CH:21][CH:20]=4)=[N:10][CH:11]=[C:12]([C:15]#[N:16])[C:13]=3[S:14][C:4]=2[CH:3]=1.B1([C:33]2[CH:38]=[CH:37][CH:36]=[N:35][CH:34]=2)OCCCO1.C([O-])([O-])=O.[Na+].[Na+]. (2) Given the product [F:1][C:2]1[CH:7]=[CH:6][C:5]([C:8]2[N:26]=[C:25]([C:22]3[CH:23]=[CH:24][C:19]([O:18][CH3:17])=[CH:20][CH:21]=3)[N:27]=[N:28][CH:9]=2)=[CH:4][C:3]=1[C:12]([F:15])([F:14])[F:13], predict the reactants needed to synthesize it. The reactants are: [F:1][C:2]1[CH:7]=[CH:6][C:5]([C:8](=O)[CH:9]=O)=[CH:4][C:3]=1[C:12]([F:15])([F:14])[F:13].I.[CH3:17][O:18][C:19]1[CH:24]=[CH:23][C:22]([C:25]([NH:27][NH2:28])=[NH:26])=[CH:21][CH:20]=1. (3) Given the product [OH:36][CH:29]([C:30]1[CH:35]=[CH:34][CH:33]=[CH:32][CH:31]=1)[C:19]1([C:22]([O:24][C:25]([CH3:28])([CH3:27])[CH3:26])=[O:23])[CH2:21][CH2:20]1, predict the reactants needed to synthesize it. The reactants are: C(NC(C)C)(C)C.[Li]CCCC.CCCCCC.[CH:19]1([C:22]([O:24][C:25]([CH3:28])([CH3:27])[CH3:26])=[O:23])[CH2:21][CH2:20]1.[CH:29](=[O:36])[C:30]1[CH:35]=[CH:34][CH:33]=[CH:32][CH:31]=1. (4) Given the product [CH3:30][N:5]1[C:6]2[C:7]([C:24]([F:27])([F:25])[F:26])=[CH:8][CH:9]=[CH:10][C:11]=2[CH:12]2[CH2:16][N:15]([C:17]([O:19][C:20]([CH3:21])([CH3:22])[CH3:23])=[O:18])[CH2:14][CH:13]2[C:4]1=[O:3], predict the reactants needed to synthesize it. The reactants are: [H-].[Na+].[O:3]=[C:4]1[C@@H:13]2[CH2:14][N:15]([C:17]([O:19][C:20]([CH3:23])([CH3:22])[CH3:21])=[O:18])[CH2:16][C@@H:12]2[C:11]2[CH:10]=[CH:9][CH:8]=[C:7]([C:24]([F:27])([F:26])[F:25])[C:6]=2[NH:5]1.Cl.F[C:30](F)(F)C1C2NC(=O)[C@@H]3CNC[C@@H]3C=2C=CC=1.IC.